This data is from Reaction yield outcomes from USPTO patents with 853,638 reactions. The task is: Predict the reaction yield, written as a fraction of the theoretical maximum amount of product (1.0 means a 100% yield; for example, 0.34 means a 34% yield). (1) The reactants are [S:1]1CC[NH:3][CH2:2]1.[CH:6]1[C:11]([CH:12]=O)=[CH:10][C:9]2[O:14][CH2:15][O:16][C:8]=2[CH:7]=1.NC[CH2:19][C:20]([OH:22])=O.C(O)(=[O:25])C. No catalyst specified. The product is [O:16]1[C:8]2[CH:7]=[CH:6][C:11]([CH:12]=[C:19]3[S:1][C:2](=[O:25])[NH:3][C:20]3=[O:22])=[CH:10][C:9]=2[O:14][CH2:15]1. The yield is 0.840. (2) The yield is 0.0300. The product is [S:40]1[CH:44]=[CH:43][CH:42]=[C:41]1[CH2:45][NH:46][C:37]([C:22]1[C:21]([I:20])=[C:25]2[CH:26]=[C:27]([C:31]3[CH:32]=[CH:33][CH:34]=[CH:35][CH:36]=3)[CH:28]=[C:29]([I:30])[N:24]2[N:23]=1)=[O:39]. The catalyst is CN(C=O)C.CCOC(C)=O. The reactants are IC1N2N=C(C(O)=O)C=C2C=C(C2C=CC=CC=2)C=1.[I:20][C:21]1[C:22]([C:37]([OH:39])=O)=[N:23][N:24]2[C:29]([I:30])=[CH:28][C:27]([C:31]3[CH:36]=[CH:35][CH:34]=[CH:33][CH:32]=3)=[CH:26][C:25]=12.[S:40]1[CH:44]=[CH:43][CH:42]=[C:41]1[CH2:45][NH2:46].C(N(CC)C(C)C)(C)C.F[P-](F)(F)(F)(F)F.Br[P+](N1CCCC1)(N1CCCC1)N1CCCC1. (3) The reactants are [C:1]([O:5][C:6](=[O:19])[NH:7][CH2:8][CH2:9][CH2:10][CH2:11][C:12]1[CH:17]=[CH:16][C:15]([NH2:18])=[CH:14][CH:13]=1)([CH3:4])([CH3:3])[CH3:2].C(N(CC)CC)C.[CH3:27][S:28](Cl)(=[O:30])=[O:29]. The catalyst is C1COCC1.CN(C)C1C=CN=CC=1. The product is [C:1]([O:5][C:6](=[O:19])[NH:7][CH2:8][CH2:9][CH2:10][CH2:11][C:12]1[CH:13]=[CH:14][C:15]([N:18]([S:28]([CH3:27])(=[O:30])=[O:29])[S:28]([CH3:27])(=[O:30])=[O:29])=[CH:16][CH:17]=1)([CH3:4])([CH3:2])[CH3:3]. The yield is 0.830. (4) The reactants are [OH:1][C:2]1[CH:7]=[C:6]([O:8][C:9]2[CH:10]=[N:11][C:12]([S:15]([CH3:18])(=[O:17])=[O:16])=[CH:13][CH:14]=2)[CH:5]=[CH:4][C:3]=1[NH:19][N:20]=[C:21]([CH3:27])[C:22]([O:24][CH2:25][CH3:26])=[O:23].[CH3:28][S:29](Cl)(=[O:31])=[O:30].O. The catalyst is N1C=CC=CC=1. The product is [CH3:28][S:29]([O:1][C:2]1[CH:7]=[C:6]([O:8][C:9]2[CH:10]=[N:11][C:12]([S:15]([CH3:18])(=[O:16])=[O:17])=[CH:13][CH:14]=2)[CH:5]=[CH:4][C:3]=1[NH:19][N:20]=[C:21]([CH3:27])[C:22]([O:24][CH2:25][CH3:26])=[O:23])(=[O:31])=[O:30]. The yield is 0.790. (5) The reactants are CS(O[CH2:6][C:7]1[O:8][CH:9]=[C:10]([O:14][CH2:15][CH2:16][CH2:17][CH2:18][CH2:19][O:20][C:21]2[C:30]3[C:25](=[CH:26][C:27]([C:31]([F:34])([F:33])[F:32])=[CH:28][CH:29]=3)[N:24]=[CH:23][CH:22]=2)[C:11](=[O:13])[CH:12]=1)(=O)=O.[CH3:35][N:36]1[CH2:41][CH2:40][NH:39][CH2:38][CH2:37]1. The catalyst is ClCCl. The product is [F:34][C:31]([F:33])([F:32])[C:27]1[CH:26]=[C:25]2[C:30]([C:21]([O:20][CH2:19][CH2:18][CH2:17][CH2:16][CH2:15][O:14][C:10]3[C:11](=[O:13])[CH:12]=[C:7]([CH2:6][N:39]4[CH2:40][CH2:41][N:36]([CH3:35])[CH2:37][CH2:38]4)[O:8][CH:9]=3)=[CH:22][CH:23]=[N:24]2)=[CH:29][CH:28]=1. The yield is 0.230. (6) The reactants are [NH:1]1[CH:5]=[C:4]([C:6]2[C:7]([NH2:12])=[N:8][CH:9]=[CH:10][CH:11]=2)[CH:3]=[N:2]1.[H-].[Na+].[CH2:15]([O:22][C:23]1[CH:28]=[CH:27][C:26]([CH2:29]Cl)=[CH:25][N:24]=1)[C:16]1[CH:21]=[CH:20][CH:19]=[CH:18][CH:17]=1. The catalyst is CN(C)C=O. The product is [CH2:15]([O:22][C:23]1[N:24]=[CH:25][C:26]([CH2:29][N:1]2[CH:5]=[C:4]([C:6]3[C:7]([NH2:12])=[N:8][CH:9]=[CH:10][CH:11]=3)[CH:3]=[N:2]2)=[CH:27][CH:28]=1)[C:16]1[CH:17]=[CH:18][CH:19]=[CH:20][CH:21]=1. The yield is 0.701. (7) The reactants are [CH3:1][O:2][C:3]([CH:5]1[CH2:9][C:8](=[CH2:10])[CH2:7][N:6]1[C:11]([O:13][C:14]([CH3:17])([CH3:16])[CH3:15])=[O:12])=[O:4].[OH2:18].[OH-].[Na+].OO. The catalyst is C1COCC1.C(OCC)C. The product is [CH3:1][O:2][C:3]([CH:5]1[CH2:9][CH:8]([CH2:10][OH:18])[CH2:7][N:6]1[C:11]([O:13][C:14]([CH3:17])([CH3:16])[CH3:15])=[O:12])=[O:4]. The yield is 0.410. (8) The reactants are [CH3:1][NH:2][N:3]=[CH:4][C:5](=[O:7])[CH3:6].O=[C:9]([C:12]1[CH:17]=[CH:16][C:15]([CH2:18][CH2:19][CH3:20])=[CH:14][CH:13]=1)[CH:10]=[O:11].C(Cl)(Cl)Cl.CCCCCC.C(OCC)(=O)C. The catalyst is C(O)(=O)C. The product is [CH2:18]([C:15]1[CH:16]=[CH:17][C:12]([C:9]2[N:2]([CH3:1])[N:3]=[C:4]([C:5](=[O:7])[CH3:6])[C:10]=2[OH:11])=[CH:13][CH:14]=1)[CH2:19][CH3:20]. The yield is 0.0600.